Dataset: Reaction yield outcomes from USPTO patents with 853,638 reactions. Task: Predict the reaction yield, written as a fraction of the theoretical maximum amount of product (1.0 means a 100% yield; for example, 0.34 means a 34% yield). (1) The reactants are [C:1]1([C:8]2[CH:13]=[CH:12][CH:11]=[CH:10][CH:9]=2)[CH:6]=[CH:5][C:4]([OH:7])=[CH:3][CH:2]=1.[Br:14][CH2:15][CH2:16][CH2:17]Br.C([O-])([O-])=O.[Cs+].[Cs+]. The catalyst is C(#N)C. The product is [Br:14][CH2:15][CH2:16][CH2:17][O:7][C:4]1[CH:3]=[CH:2][C:1]([C:8]2[CH:13]=[CH:12][CH:11]=[CH:10][CH:9]=2)=[CH:6][CH:5]=1. The yield is 0.640. (2) The reactants are S(Cl)(Cl)=O.[CH:5]1([C:11]2[C:19]3[C:14](=[CH:15][C:16]([C:20]([OH:22])=[O:21])=[CH:17][CH:18]=3)[NH:13][CH:12]=2)[CH2:10][CH2:9][CH2:8][CH2:7][CH2:6]1.[CH3:23]O. No catalyst specified. The product is [CH:5]1([C:11]2[C:19]3[C:14](=[CH:15][C:16]([C:20]([O:22][CH3:23])=[O:21])=[CH:17][CH:18]=3)[NH:13][CH:12]=2)[CH2:6][CH2:7][CH2:8][CH2:9][CH2:10]1. The yield is 0.690. (3) The reactants are [CH3:1][O:2][C:3]1[CH:13]=[CH:12][C:6]([O:7][CH2:8][C:9]([OH:11])=O)=[CH:5][CH:4]=1.[NH2:14][CH2:15][CH:16]([OH:28])[CH2:17][N:18]1[CH2:27][CH2:26][C:25]2[C:20](=[CH:21][CH:22]=[CH:23][CH:24]=2)[CH2:19]1.C1N(P(Cl)(N2C(=O)OCC2)=O)C(=O)OC1.CCN(C(C)C)C(C)C. The catalyst is C(Cl)Cl. The product is [CH2:19]1[C:20]2[C:25](=[CH:24][CH:23]=[CH:22][CH:21]=2)[CH2:26][CH2:27][N:18]1[CH2:17][CH:16]([OH:28])[CH2:15][NH:14][C:9](=[O:11])[CH2:8][O:7][C:6]1[CH:5]=[CH:4][C:3]([O:2][CH3:1])=[CH:13][CH:12]=1. The yield is 0.0650. (4) The reactants are [NH2:1][C:2]1[CH:7]=[CH:6][C:5]([Br:8])=[CH:4][N:3]=1.[CH3:9][N:10]([CH:12](OC)OC)[CH3:11]. The catalyst is CO. The product is [Br:8][C:5]1[CH:6]=[CH:7][C:2]([N:1]=[CH:9][N:10]([CH3:12])[CH3:11])=[N:3][CH:4]=1. The yield is 0.620.